This data is from Full USPTO retrosynthesis dataset with 1.9M reactions from patents (1976-2016). The task is: Predict the reactants needed to synthesize the given product. Given the product [O:34]=[C:29]([C:41]1[CH:45]=[CH:46][C:38]([C:37]([F:48])([F:47])[F:36])=[CH:39][CH:40]=1)[CH2:30][C:31]([O:32][CH2:27][CH3:35])=[O:33], predict the reactants needed to synthesize it. The reactants are: O=C(C1SC=CC=1)CC(OCC)=O.S1C=CC=C1C1C=CN=C(N)N=1.C[C:27]1([CH3:35])[O:32][C:31](=[O:33])[CH2:30][C:29](=[O:34])O1.[F:36][C:37]([F:48])([F:47])[C:38]1[CH:46]=[CH:45][C:41](C(O)=O)=[CH:40][CH:39]=1.